From a dataset of Reaction yield outcomes from USPTO patents with 853,638 reactions. Predict the reaction yield, written as a fraction of the theoretical maximum amount of product (1.0 means a 100% yield; for example, 0.34 means a 34% yield). (1) The reactants are [Cl:1][C:2]1[CH:3]=[C:4](OS(C(F)(F)F)(=O)=O)[CH:5]=[C:6]([Cl:21])[C:7]=1[CH2:8][CH:9]1[CH2:13][CH2:12][N:11]([CH:14]2[CH2:19][CH2:18][CH2:17][CH2:16][CH2:15]2)[C:10]1=[O:20].B([C:32]1[CH:37]=[CH:36][C:35]([C:38](Cl)=[O:39])=[CH:34][CH:33]=1)=O.[N:41]1([CH2:47][CH2:48][OH:49])[CH2:46][CH2:45][NH:44][CH2:43][CH2:42]1.C(=O)([O-])[O-].[Na+].[Na+].[OH-].[Na+]. The catalyst is C1C=CC([P]([Pd]([P](C2C=CC=CC=2)(C2C=CC=CC=2)C2C=CC=CC=2)([P](C2C=CC=CC=2)(C2C=CC=CC=2)C2C=CC=CC=2)[P](C2C=CC=CC=2)(C2C=CC=CC=2)C2C=CC=CC=2)(C2C=CC=CC=2)C2C=CC=CC=2)=CC=1.C(COC)OC. The product is [ClH:1].[CH:14]1([N:11]2[CH2:12][CH2:13][CH:9]([CH2:8][C:7]3[C:2]([Cl:1])=[CH:3][C:4]([C:32]4[CH:37]=[CH:36][C:35]([C:38]([N:44]5[CH2:45][CH2:46][N:41]([CH2:47][CH2:48][OH:49])[CH2:42][CH2:43]5)=[O:39])=[CH:34][CH:33]=4)=[CH:5][C:6]=3[Cl:21])[C:10]2=[O:20])[CH2:19][CH2:18][CH2:17][CH2:16][CH2:15]1. The yield is 0.740. (2) The reactants are Br[C:2]1[CH:3]=[CH:4][C:5]([C:8]([N:10]2[CH2:29][CH2:28][C:13]3[N:14]=[C:15]([NH:18][CH:19]4[CH2:27][C:26]5[C:21](=[CH:22][CH:23]=[CH:24][CH:25]=5)[CH2:20]4)[N:16]=[CH:17][C:12]=3[CH2:11]2)=[O:9])=[N:6][CH:7]=1.C(N(CC)CC)C.[CH3:37][Si:38]([C:41]#[CH:42])([CH3:40])[CH3:39]. The catalyst is CN(C)C=O.[Cu]I. The product is [CH2:20]1[C:21]2[C:26](=[CH:25][CH:24]=[CH:23][CH:22]=2)[CH2:27][CH:19]1[NH:18][C:15]1[N:16]=[CH:17][C:12]2[CH2:11][N:10]([C:8]([C:5]3[CH:4]=[CH:3][C:2]([C:42]#[C:41][Si:38]([CH3:40])([CH3:39])[CH3:37])=[CH:7][N:6]=3)=[O:9])[CH2:29][CH2:28][C:13]=2[N:14]=1. The yield is 0.710. (3) The reactants are [C:1]([O:5][C:6]([N:8]1[CH2:13][CH2:12][CH:11]([C:14](=[O:19])N(OC)C)[CH2:10][CH2:9]1)=[O:7])([CH3:4])([CH3:3])[CH3:2].[Br-].O.Cl. The catalyst is O1CCCC1. The product is [C:1]([O:5][C:6]([N:8]1[CH2:9][CH2:10][CH:11]([C:14](=[O:19])[CH2:12][CH2:11][CH:10]=[CH2:9])[CH2:12][CH2:13]1)=[O:7])([CH3:2])([CH3:3])[CH3:4]. The yield is 0.880. (4) The reactants are N[CH2:2][C:3]1C=CC(N2C3C=CC=CC=3N=C2CN(C)C2C3N=CC=CC=3CCC2)=CC=1.[CH3:31][N:32]([CH2:43][C:44]1[N:48]([CH2:49][CH:50]2[CH2:55][CH2:54][CH2:53][N:52]([CH3:56])[CH2:51]2)[C:47]2[CH:57]=[CH:58][CH:59]=[CH:60][C:46]=2[N:45]=1)[CH:33]1[C:42]2[N:41]=[CH:40][CH:39]=[CH:38][C:37]=2[CH2:36][CH2:35][CH2:34]1. The product is [CH3:56][N:52]([CH2:53][C:54]1[CH:55]=[CH:50][C:49]([N:48]2[C:47]3[CH:57]=[CH:58][CH:59]=[CH:60][C:46]=3[N:45]=[C:44]2[CH2:43][N:32]([CH3:31])[CH:33]2[C:42]3[N:41]=[CH:40][CH:39]=[CH:38][C:37]=3[CH2:36][CH2:35][CH2:34]2)=[CH:3][CH:2]=1)[CH3:51]. No catalyst specified. The yield is 0.330. (5) The catalyst is CO.C(#N)C. The product is [C:3]([OH:5])(=[O:4])[CH:2]([CH2:6][C:7]([OH:9])=[O:8])[OH:1].[F:10][C:11]1[CH:12]=[C:13]2[C:17](=[CH:18][CH:19]=1)[NH:16][C:15](=[O:20])/[C:14]/2=[CH:21]\[C:22]1[NH:30][C:29]2[CH2:28][CH2:27][N:26]([CH2:31][C@H:32]([OH:40])[CH2:33][N:34]3[CH2:35][CH2:36][O:37][CH2:38][CH2:39]3)[C:25](=[O:41])[C:24]=2[C:23]=1[CH3:42]. The reactants are [OH:1][CH:2]([CH2:6][C:7]([OH:9])=[O:8])[C:3]([OH:5])=[O:4].[F:10][C:11]1[CH:12]=[C:13]2[C:17](=[CH:18][CH:19]=1)[NH:16][C:15](=[O:20])/[C:14]/2=[CH:21]\[C:22]1[NH:30][C:29]2[CH2:28][CH2:27][N:26]([CH2:31][C@H:32]([OH:40])[CH2:33][N:34]3[CH2:39][CH2:38][O:37][CH2:36][CH2:35]3)[C:25](=[O:41])[C:24]=2[C:23]=1[CH3:42].O. The yield is 0.990. (6) The reactants are C(OC([NH:11][C:12]12[CH2:18][C:15]([C:19]([OH:21])=[O:20])([CH2:16][CH2:17]1)[CH2:14][CH2:13]2)=O)C1C=CC=CC=1.CO.Cl.[H][H]. The catalyst is [Pd].CO.C(OCC)(=O)C. The product is [NH2:11][C:12]12[CH2:18][C:15]([C:19]([OH:21])=[O:20])([CH2:14][CH2:13]1)[CH2:16][CH2:17]2. The yield is 1.00.